Task: Predict which catalyst facilitates the given reaction.. Dataset: Catalyst prediction with 721,799 reactions and 888 catalyst types from USPTO (1) Reactant: [C:1](=[O:4])([O-])[O-].[K+].[K+].Br[C:8]1[CH:13]=[CH:12][C:11]([NH:14][C:15]([C:17]2[CH:18]=[C:19]([C:25]3[CH:30]=[CH:29][CH:28]=[C:27](OC)[CH:26]=3)[C:20]([O:23][CH3:24])=[CH:21][CH:22]=2)=[O:16])=[C:10]([N+:33]([O-:35])=[O:34])[CH:9]=1. Product: [OH:23][C:20]1[CH:21]=[CH:22][C:17]([C:8]2[CH:13]=[CH:12][C:11]([NH:14][C:15]([C:17]3[CH:18]=[C:19]([C:25]4[CH:26]=[CH:27][CH:28]=[C:29]([O:4][CH3:1])[CH:30]=4)[C:20]([O:23][CH3:24])=[CH:21][CH:22]=3)=[O:16])=[C:10]([N+:33]([O-:35])=[O:34])[CH:9]=2)=[CH:18][CH:19]=1. The catalyst class is: 75. (2) Reactant: [S:1]1[CH:5]=[CH:4][N:3]=[C:2]1[NH2:6].I[C:8]1[CH:13]=[CH:12][C:11]([C:14]2[N:15]=[N:16][N:17]([CH:19]3[CH2:25][CH2:24][C:23]4[CH:26]=[CH:27][CH:28]=[CH:29][C:22]=4[N:21]([CH2:30][C:31]([F:34])([F:33])[F:32])[C:20]3=[O:35])[CH:18]=2)=[CH:10][C:9]=1[O:36][CH3:37].CC(C)([O-])C.[K+].C1COCC1.C1C=CC(P(C2C(C3C(P(C4C=CC=CC=4)C4C=CC=CC=4)=CC=C4C=3C=CC=C4)=C3C(C=CC=C3)=CC=2)C2C=CC=CC=2)=CC=1. Product: [CH3:37][O:36][C:9]1[CH:10]=[C:11]([C:14]2[N:15]=[N:16][N:17]([CH:19]3[CH2:25][CH2:24][C:23]4[CH:26]=[CH:27][CH:28]=[CH:29][C:22]=4[N:21]([CH2:30][C:31]([F:34])([F:33])[F:32])[C:20]3=[O:35])[CH:18]=2)[CH:12]=[CH:13][C:8]=1[NH:6][C:2]1[S:1][CH:5]=[CH:4][N:3]=1. The catalyst class is: 274. (3) Reactant: [H-].[Na+].[CH3:3][CH:4]([SH:6])[CH3:5].Cl[CH2:8][C:9]1[CH:26]=[CH:25][C:12]2[N:13]([CH2:21][CH:22]3[CH2:24][CH2:23]3)[C:14]([CH2:16][C:17]([CH3:20])([CH3:19])[CH3:18])=[N:15][C:11]=2[CH:10]=1.O. Product: [CH:22]1([CH2:21][N:13]2[C:12]3[CH:25]=[CH:26][C:9]([CH2:8][S:6][CH:4]([CH3:5])[CH3:3])=[CH:10][C:11]=3[N:15]=[C:14]2[CH2:16][C:17]([CH3:20])([CH3:19])[CH3:18])[CH2:23][CH2:24]1. The catalyst class is: 9. (4) Reactant: [CH3:1][O:2][C:3]([C:5]1[C:6]([OH:24])=[C:7]2[C:12](=[CH:13][N:14]=1)[N:11]([CH2:15][C:16]1[CH:21]=[CH:20][CH:19]=[CH:18][CH:17]=1)[C:10](=[O:22])[C:9](Br)=[CH:8]2)=[O:4].C([Sn](CCCC)(CCCC)[C:30]1[S:31][CH:32]=[CH:33][N:34]=1)CCC.CCOC(C)=O.Cl. Product: [CH3:1][O:2][C:3]([C:5]1[C:6]([OH:24])=[C:7]2[C:12](=[CH:13][N:14]=1)[N:11]([CH2:15][C:16]1[CH:21]=[CH:20][CH:19]=[CH:18][CH:17]=1)[C:10](=[O:22])[C:9]([C:30]1[S:31][CH:32]=[CH:33][N:34]=1)=[CH:8]2)=[O:4]. The catalyst class is: 510. (5) Reactant: [Cl:1][C:2]1[CH:3]=[C:4]2[C:9](=[CH:10][C:11]=1[C:12]([OH:14])=O)[N:8]=[CH:7][N:6]=[C:5]2[NH:15][CH:16]([C:18]1[NH:22][C:21]2[CH:23]=[CH:24][C:25]([Cl:27])=[CH:26][C:20]=2[N:19]=1)[CH3:17].FC1C(OC(N(C)C)=[N+](C)C)=C(F)C(F)=C(F)C=1F.F[P-](F)(F)(F)(F)F.C(N(C(C)C)CC)(C)C.[CH2:63]([CH:70]1[CH2:74][CH2:73][CH2:72][NH:71]1)[C:64]1[CH:69]=[CH:68][CH:67]=[CH:66][CH:65]=1. Product: [Cl:1][C:2]1[CH:3]=[C:4]2[C:9](=[CH:10][C:11]=1[C:12]([N:71]1[CH2:72][CH2:73][CH2:74][CH:70]1[CH2:63][C:64]1[CH:69]=[CH:68][CH:67]=[CH:66][CH:65]=1)=[O:14])[N:8]=[CH:7][N:6]=[C:5]2[NH:15][CH:16]([C:18]1[NH:22][C:21]2[CH:23]=[CH:24][C:25]([Cl:27])=[CH:26][C:20]=2[N:19]=1)[CH3:17]. The catalyst class is: 16. (6) Reactant: [C:1]1([CH3:9])[CH:6]=[CH:5][CH:4]=[C:3]([Mg]Br)[CH:2]=1.[CH:10]([C:12]1[CH:13]=[C:14]([CH:19]=[CH:20][CH:21]=1)[C:15]([O:17][CH3:18])=[O:16])=[O:11]. Product: [OH:11][CH:10]([C:3]1[CH:2]=[C:1]([CH3:9])[CH:6]=[CH:5][CH:4]=1)[C:12]1[CH:13]=[C:14]([CH:19]=[CH:20][CH:21]=1)[C:15]([O:17][CH3:18])=[O:16]. The catalyst class is: 1. (7) Reactant: [CH3:1][O:2][CH2:3][C@@H:4]1[CH2:8][N:7]([C:9]([O:11][C:12]([CH3:15])([CH3:14])[CH3:13])=[O:10])[C@H:6]([C:16]2[NH:17][C:18]([C:21]3[CH:26]=[C:25]4[CH2:27][O:28][C:29]5[CH:47]=[C:46]6[C:32]([CH:33]=[CH:34][C:35]7[N:39]=[C:38]([C@@H:40]8[CH2:44][CH2:43][C@H:42]([CH3:45])[NH:41]8)[NH:37][C:36]=76)=[CH:31][C:30]=5[C:24]4=[CH:23][CH:22]=3)=[CH:19][N:20]=2)[CH2:5]1.[CH3:48][O:49][C@H:50]([CH3:60])[C@H:51]([NH:55][C:56]([O:58][CH3:59])=[O:57])[C:52](O)=[O:53].CN(C(ON1N=NC2C=CC=NC1=2)=[N+](C)C)C.F[P-](F)(F)(F)(F)F.CCN(C(C)C)C(C)C.C(=O)(O)[O-].[Na+]. Product: [CH3:59][O:58][C:56]([NH:55][C@H:51]([C:52]([N:41]1[C@@H:42]([CH3:45])[CH2:43][CH2:44][C@H:40]1[C:38]1[NH:37][C:36]2[C:46]3[C:32]([CH:33]=[CH:34][C:35]=2[N:39]=1)=[CH:31][C:30]1[C:24]2[C:25]([CH2:27][O:28][C:29]=1[CH:47]=3)=[CH:26][C:21]([C:18]1[NH:17][C:16]([C@@H:6]3[CH2:5][C@H:4]([CH2:3][O:2][CH3:1])[CH2:8][N:7]3[C:9]([O:11][C:12]([CH3:13])([CH3:15])[CH3:14])=[O:10])=[N:20][CH:19]=1)=[CH:22][CH:23]=2)=[O:53])[C@@H:50]([CH3:60])[O:49][CH3:48])=[O:57]. The catalyst class is: 3. (8) The catalyst class is: 3. Product: [CH2:14]([N:13]1[C:9]([N:5]([CH:6]([CH3:8])[CH3:7])[C:3](=[O:4])[CH2:2][O:16][C:17]2[CH:24]=[CH:23][CH:22]=[C:21]([O:25][CH2:26][O:27][CH3:28])[C:18]=2[CH:19]=[O:20])=[CH:10][CH:11]=[N:12]1)[CH3:15]. Reactant: Cl[CH2:2][C:3]([N:5]([C:9]1[N:13]([CH2:14][CH3:15])[N:12]=[CH:11][CH:10]=1)[CH:6]([CH3:8])[CH3:7])=[O:4].[OH:16][C:17]1[CH:24]=[CH:23][CH:22]=[C:21]([O:25][CH2:26][O:27][CH3:28])[C:18]=1[CH:19]=[O:20].C(=O)([O-])[O-].[K+].[K+]. (9) Reactant: O=[C:2]([C:30]1[CH:35]=[CH:34][C:33]([C:36]2[NH:40][C:39]([C@@H:41]3[CH2:45][CH2:44][CH2:43][N:42]3C(OC(C)(C)C)=O)=[N:38][CH:37]=2)=[CH:32][CH:31]=1)[CH2:3][CH2:4][C:5]([C:7]1[CH:12]=[CH:11][C:10]([C:13]2[NH:17][C:16]([C@@H:18]3[CH2:22][CH2:21][CH2:20][N:19]3C(OC(C)(C)C)=O)=[N:15][CH:14]=2)=[CH:9][CH:8]=1)=O.Cl.Cl.[N:55]1([C:61]2[N:66]=[CH:65][C:64]([NH2:67])=[CH:63][CH:62]=2)[CH2:60][CH2:59][CH2:58][CH2:57][CH2:56]1.C(O)(C(F)(F)F)=O. Product: [NH:19]1[CH2:20][CH2:21][CH2:22][C@H:18]1[C:16]1[NH:15][CH:14]=[C:13]([C:10]2[CH:9]=[CH:8][C:7]([C:5]3[N:67]([C:64]4[CH:63]=[CH:62][C:61]([N:55]5[CH2:56][CH2:57][CH2:58][CH2:59][CH2:60]5)=[N:66][CH:65]=4)[C:2]([C:30]4[CH:35]=[CH:34][C:33]([C:36]5[N:40]=[C:39]([C@@H:41]6[CH2:45][CH2:44][CH2:43][NH:42]6)[NH:38][CH:37]=5)=[CH:32][CH:31]=4)=[CH:3][CH:4]=3)=[CH:12][CH:11]=2)[N:17]=1. The catalyst class is: 11. (10) The catalyst class is: 16. Reactant: [C:1]([NH:4][C:5]1[N:10]=[CH:9][C:8]([NH:11][C:12](=[O:19])OCC(Cl)(Cl)Cl)=[CH:7][CH:6]=1)(=[O:3])[CH3:2].[F:20][C:21]1[CH:26]=[CH:25][C:24]([C:27]2[N:28]=[C:29]([N:32]3[CH2:37][CH2:36][NH:35][CH2:34][CH2:33]3)[S:30][CH:31]=2)=[CH:23][CH:22]=1.C(N(C(C)C)CC)(C)C.O. Product: [C:1]([NH:4][C:5]1[N:10]=[CH:9][C:8]([NH:11][C:12]([N:35]2[CH2:36][CH2:37][N:32]([C:29]3[S:30][CH:31]=[C:27]([C:24]4[CH:25]=[CH:26][C:21]([F:20])=[CH:22][CH:23]=4)[N:28]=3)[CH2:33][CH2:34]2)=[O:19])=[CH:7][CH:6]=1)(=[O:3])[CH3:2].